From a dataset of Catalyst prediction with 721,799 reactions and 888 catalyst types from USPTO. Predict which catalyst facilitates the given reaction. (1) Reactant: Cl.[NH2:2][C:3]1[CH:7]=[CH:6][S:5][C:4]=1[C:8]1[O:12][C:11]([NH2:13])=[N:10][N:9]=1.[Cl:14][C:15]1[CH:25]=[C:24]([F:26])[C:23]([F:27])=[CH:22][C:16]=1[C:17]([N:19]=[C:20]=[O:21])=[O:18]. Product: [NH2:13][C:11]1[O:12][C:8]([C:4]2[S:5][CH:6]=[CH:7][C:3]=2[NH:2][C:20]([NH:19][C:17](=[O:18])[C:16]2[CH:22]=[C:23]([F:27])[C:24]([F:26])=[CH:25][C:15]=2[Cl:14])=[O:21])=[N:9][N:10]=1. The catalyst class is: 10. (2) Reactant: [C:1]1([C@H:7]([N:9]2[CH2:14][CH2:13][O:12][C@@H:11]([C:15]3[CH:22]=[CH:21][C:18]([CH:19]=O)=[CH:17][CH:16]=3)[CH2:10]2)[CH3:8])[CH:6]=[CH:5][CH:4]=[CH:3][CH:2]=1.C([O-])(=O)C.[Na+].Cl.[NH2:29]O. Product: [C:1]1([C@H:7]([N:9]2[CH2:14][CH2:13][O:12][C@@H:11]([C:15]3[CH:22]=[CH:21][C:18]([C:19]#[N:29])=[CH:17][CH:16]=3)[CH2:10]2)[CH3:8])[CH:6]=[CH:5][CH:4]=[CH:3][CH:2]=1. The catalyst class is: 8. (3) Reactant: [Cl:1][C:2]1[CH:11]=[CH:10][C:5]([C:6](Cl)=[N:7][OH:8])=[CH:4][CH:3]=1.[CH3:12][CH2:13][O:14][C:15](/[CH:17]=[C:18](/N1CCCC1)\[CH3:19])=[O:16].C(N(CC)CC)C. Product: [CH2:13]([O:14][C:15]([C:17]1[C:6]([C:5]2[CH:10]=[CH:11][C:2]([Cl:1])=[CH:3][CH:4]=2)=[N:7][O:8][C:18]=1[CH3:19])=[O:16])[CH3:12]. The catalyst class is: 8. (4) Reactant: C[Al](C)C.[CH3:5][C:6]1[N:7]=[CH:8][C:9]([NH2:12])=[N:10][CH:11]=1.[Si:13]([O:20][C@@H:21]([CH2:26][O:27][C@@H:28]([CH3:32])[CH2:29][O:30][CH3:31])[C:22](OC)=[O:23])([C:16]([CH3:19])([CH3:18])[CH3:17])([CH3:15])[CH3:14].C(C(C(C([O-])=O)O)O)([O-])=O.[K+].[Na+]. Product: [Si:13]([O:20][C@@H:21]([CH2:26][O:27][C@@H:28]([CH3:32])[CH2:29][O:30][CH3:31])[C:22]([NH:12][C:9]1[CH:8]=[N:7][C:6]([CH3:5])=[CH:11][N:10]=1)=[O:23])([C:16]([CH3:19])([CH3:18])[CH3:17])([CH3:14])[CH3:15]. The catalyst class is: 133.